From a dataset of Reaction yield outcomes from USPTO patents with 853,638 reactions. Predict the reaction yield, written as a fraction of the theoretical maximum amount of product (1.0 means a 100% yield; for example, 0.34 means a 34% yield). The reactants are [OH:1][CH2:2][C@H:3]1[CH2:8][O:7][CH2:6][CH2:5][N:4]1[C:9]([O:11][C:12]([CH3:15])([CH3:14])[CH3:13])=[O:10].C(N(CC)CC)C.[C:23]([Si:27](Cl)([C:34]1[CH:39]=[CH:38][CH:37]=[CH:36][CH:35]=1)[C:28]1[CH:33]=[CH:32][CH:31]=[CH:30][CH:29]=1)([CH3:26])([CH3:25])[CH3:24]. The catalyst is C(Cl)Cl.CN(C1C=CN=CC=1)C.O. The product is [Si:27]([O:1][CH2:2][C@@H:3]1[CH2:8][O:7][CH2:6][CH2:5][N:4]1[C:9]([O:11][C:12]([CH3:15])([CH3:14])[CH3:13])=[O:10])([C:23]([CH3:26])([CH3:25])[CH3:24])([C:34]1[CH:35]=[CH:36][CH:37]=[CH:38][CH:39]=1)[C:28]1[CH:33]=[CH:32][CH:31]=[CH:30][CH:29]=1. The yield is 0.480.